From a dataset of Reaction yield outcomes from USPTO patents with 853,638 reactions. Predict the reaction yield, written as a fraction of the theoretical maximum amount of product (1.0 means a 100% yield; for example, 0.34 means a 34% yield). (1) The yield is 0.850. The product is [OH:13][CH:14]([CH:51]([CH3:52])[CH3:53])[CH2:15][O:16][C@H:17]1[CH2:22][CH2:21][C@H:20]([N:23]2[C:28](=[O:29])[C:27]([CH2:30][C:31]3[CH:36]=[CH:35][C:34]([C:37]4[CH:42]=[CH:41][CH:40]=[CH:39][C:38]=4[C:43]4[NH:3][C:4](=[O:7])[O:5][N:44]=4)=[CH:33][CH:32]=3)=[C:26]([CH2:45][CH2:46][CH3:47])[N:25]3[N:48]=[CH:49][CH:50]=[C:24]23)[CH2:19][CH2:18]1. The catalyst is C(OCC)(=O)C. The reactants are [Cl-].O[NH3+:3].[C:4](=[O:7])([O-])[OH:5].[Na+].CS(C)=O.[OH:13][CH:14]([CH:51]([CH3:53])[CH3:52])[CH2:15][O:16][C@H:17]1[CH2:22][CH2:21][C@H:20]([N:23]2[C:28](=[O:29])[C:27]([CH2:30][C:31]3[CH:36]=[CH:35][C:34]([C:37]4[C:38]([C:43]#[N:44])=[CH:39][CH:40]=[CH:41][CH:42]=4)=[CH:33][CH:32]=3)=[C:26]([CH2:45][CH2:46][CH3:47])[N:25]3[N:48]=[CH:49][CH:50]=[C:24]23)[CH2:19][CH2:18]1. (2) The reactants are [F:1][C:2]1[CH:11]=[CH:10][CH:9]=[C:8]2[C:3]=1[N:4]=[C:5]([C:21]([OH:23])=O)[C:6](=[O:20])[N:7]2[C:12]1[CH:17]=[CH:16][C:15]([O:18][CH3:19])=[CH:14][CH:13]=1.C(Cl)(=O)C(Cl)=O.[C:30]1(=[O:37])[CH2:35][CH2:34][CH2:33][C:32](=[O:36])[CH2:31]1.C(N(CC)CC)C.CC(C)(O)C#N. The catalyst is C(Cl)(Cl)Cl.CN(C)C=O. The product is [F:1][C:2]1[CH:11]=[CH:10][CH:9]=[C:8]2[C:3]=1[N:4]=[C:5]([C:21]([C:31]1[C:32](=[O:36])[CH2:33][CH2:34][CH2:35][C:30]=1[OH:37])=[O:23])[C:6](=[O:20])[N:7]2[C:12]1[CH:13]=[CH:14][C:15]([O:18][CH3:19])=[CH:16][CH:17]=1. The yield is 0.940. (3) The product is [CH3:1][O:2][N:3]=[C:4]1[C:8]([CH2:13][O:14][S:15]([CH3:18])(=[O:16])=[O:17])([CH2:9][NH2:10])[CH2:7][N:6]([CH2:19][C:20]2[CH:25]=[CH:24][CH:23]=[CH:22][CH:21]=2)[CH2:5]1. The reactants are [CH3:1][O:2][N:3]=[C:4]1[C:8]([CH2:13][O:14][S:15]([CH3:18])(=[O:17])=[O:16])([CH2:9][N:10]=[N+]=[N-])[CH2:7][N:6]([CH2:19][C:20]2[CH:25]=[CH:24][CH:23]=[CH:22][CH:21]=2)[CH2:5]1.[H][H]. The catalyst is C(OCC)(=O)C.[Ni]. The yield is 0.860. (4) The reactants are Br[C:2]1[C:7]([CH3:8])=[CH:6][CH:5]=[CH:4][C:3]=1[CH3:9].[Cl:10][C:11]1[CH:16]=[CH:15]C(B(O)O)=[CH:13][CH:12]=1.[O-]P([O-])([O-])=O.[K+].[K+].[K+].[C:28]1(C)C=CC=CC=1. No catalyst specified. The product is [CH3:28][C:4]1[CH:5]=[CH:6][C:7]([CH3:8])=[CH:2][C:3]=1[C:9]1[CH:15]=[CH:16][C:11]([Cl:10])=[CH:12][CH:13]=1. The yield is 0.950. (5) The reactants are [F:1][C:2]1([F:56])[CH2:7][CH2:6][CH:5]([C:8]2[C:17]3[CH:16]([O:18][CH2:19][C:20]4[CH:25]=[CH:24][C:23]([O:26][CH3:27])=[CH:22][CH:21]=4)[CH2:15][C:14]([CH3:29])([CH3:28])[CH2:13][C:12]=3[N:11]=[C:10]([CH:30]3[CH2:35][CH2:34][N:33]([C:36]4[N:41]=[CH:40][C:39]([CH:42]=[O:43])=[CH:38][N:37]=4)[CH2:32][CH2:31]3)[C:9]=2[CH:44]([F:55])[C:45]2[CH:50]=[CH:49][C:48]([C:51]([F:54])([F:53])[F:52])=[CH:47][CH:46]=2)[CH2:4][CH2:3]1.[CH:57]([Mg]Br)([CH3:59])[CH3:58].O1CCCC1.[Cl-].[NH4+]. The catalyst is O1CCCC1. The product is [F:56][C:2]1([F:1])[CH2:7][CH2:6][CH:5]([C:8]2[C:17]3[CH:16]([O:18][CH2:19][C:20]4[CH:21]=[CH:22][C:23]([O:26][CH3:27])=[CH:24][CH:25]=4)[CH2:15][C:14]([CH3:28])([CH3:29])[CH2:13][C:12]=3[N:11]=[C:10]([CH:30]3[CH2:31][CH2:32][N:33]([C:36]4[N:41]=[CH:40][C:39]([CH:42]([OH:43])[CH:57]([CH3:59])[CH3:58])=[CH:38][N:37]=4)[CH2:34][CH2:35]3)[C:9]=2[CH:44]([F:55])[C:45]2[CH:46]=[CH:47][C:48]([C:51]([F:53])([F:52])[F:54])=[CH:49][CH:50]=2)[CH2:4][CH2:3]1. The yield is 0.770. (6) The reactants are [CH3:1][N:2]([CH3:40])[C:3](=[O:39])[O:4][C:5]1[CH:10]=[CH:9][C:8]([C:11]([NH:33][CH2:34][CH:35]=[CH2:36])(O)[CH2:12][CH2:13][O:14][Si:15]([C:28]([CH3:31])([CH3:30])[CH3:29])([C:22]2[CH:27]=[CH:26][CH:25]=[CH:24][CH:23]=2)[C:16]2[CH:21]=[CH:20][CH:19]=[CH:18][CH:17]=2)=[C:7]([CH:37]=[CH2:38])[CH:6]=1.C(N(CC)CC)C.[C:48](O[C:48]([O:50][C:51]([CH3:54])([CH3:53])[CH3:52])=[O:49])([O:50][C:51]([CH3:54])([CH3:53])[CH3:52])=[O:49]. The catalyst is O1CCCC1. The product is [CH2:34]([N:33]([CH:11]([C:8]1[CH:9]=[CH:10][C:5]([O:4][C:3](=[O:39])[N:2]([CH3:40])[CH3:1])=[CH:6][C:7]=1[CH:37]=[CH2:38])[CH2:12][CH2:13][O:14][Si:15]([C:28]([CH3:31])([CH3:29])[CH3:30])([C:22]1[CH:23]=[CH:24][CH:25]=[CH:26][CH:27]=1)[C:16]1[CH:17]=[CH:18][CH:19]=[CH:20][CH:21]=1)[C:48](=[O:49])[O:50][C:51]([CH3:54])([CH3:53])[CH3:52])[CH:35]=[CH2:36]. The yield is 0.890.